From a dataset of Forward reaction prediction with 1.9M reactions from USPTO patents (1976-2016). Predict the product of the given reaction. (1) Given the reactants FC(F)(F)S(O[C:7]1[C:11]2[C:12]([O:16][CH3:17])=[N:13][CH:14]=[CH:15][C:10]=2[N:9]([CH:18]2[CH2:23][CH2:22][CH2:21][CH2:20][CH2:19]2)[N:8]=1)(=O)=O.CC1(C)C(C)(C)OB([C:34]2[CH:39]=[CH:38][C:37]([S:40]([NH2:43])(=[O:42])=[O:41])=[CH:36][CH:35]=2)O1.C(=O)([O-])[O-].[Na+].[Na+].O, predict the reaction product. The product is: [CH:18]1([N:9]2[C:10]3[CH:15]=[CH:14][N:13]=[C:12]([O:16][CH3:17])[C:11]=3[C:7]([C:34]3[CH:39]=[CH:38][C:37]([S:40]([NH2:43])(=[O:42])=[O:41])=[CH:36][CH:35]=3)=[N:8]2)[CH2:19][CH2:20][CH2:21][CH2:22][CH2:23]1. (2) Given the reactants [Cl:1][C:2]1[CH:7]=[CH:6][C:5]([C:8]2[CH:13]=[C:12]([CH:14]([F:16])[F:15])[N:11]3[N:17]=[CH:18][C:19]([C:20]#[CH:21])=[C:10]3[N:9]=2)=[CH:4][C:3]=1[CH3:22].Br[C:24]1[S:28][C:27]([S:29]([N:32]2[CH2:37][CH2:36][N:35]([CH3:38])[CH2:34][CH2:33]2)(=[O:31])=[O:30])=[CH:26][CH:25]=1, predict the reaction product. The product is: [Cl:1][C:2]1[CH:7]=[CH:6][C:5]([C:8]2[CH:13]=[C:12]([CH:14]([F:15])[F:16])[N:11]3[N:17]=[CH:18][C:19]([C:20]#[C:21][C:24]4[S:28][C:27]([S:29]([N:32]5[CH2:37][CH2:36][N:35]([CH3:38])[CH2:34][CH2:33]5)(=[O:30])=[O:31])=[CH:26][CH:25]=4)=[C:10]3[N:9]=2)=[CH:4][C:3]=1[CH3:22]. (3) Given the reactants Cl.[C:2]([NH:5][CH2:6][C@H:7]1[O:11][C:10](=[O:12])[N:9]([C:13]2[CH:18]=[CH:17][C:16]([C:19]3[CH:24]=[CH:23][C:22]([CH2:25][CH2:26][C@@:27]([CH3:42])([S:38]([CH3:41])(=[O:40])=[O:39])[C:28]([NH:30][O:31]C4CCCCO4)=[O:29])=[CH:21][CH:20]=3)=[C:15]([F:43])[CH:14]=2)[CH2:8]1)(=[O:4])[CH3:3], predict the reaction product. The product is: [C:2]([NH:5][CH2:6][C@H:7]1[O:11][C:10](=[O:12])[N:9]([C:13]2[CH:18]=[CH:17][C:16]([C:19]3[CH:20]=[CH:21][C:22]([CH2:25][CH2:26][C@@:27]([CH3:42])([S:38]([CH3:41])(=[O:40])=[O:39])[C:28]([NH:30][OH:31])=[O:29])=[CH:23][CH:24]=3)=[C:15]([F:43])[CH:14]=2)[CH2:8]1)(=[O:4])[CH3:3]. (4) Given the reactants Br[C:2]1[CH:3]=[C:4]2[C:8](=[CH:9][CH:10]=1)[N:7]([CH2:11][O:12][CH2:13][CH2:14][Si:15]([CH3:18])([CH3:17])[CH3:16])[N:6]=[C:5]2[C:19]([NH:21][C:22]1[CH:23]=[N:24][N:25]([CH2:27][C:28]2[CH:33]=[CH:32][CH:31]=[C:30]([C:34]#[N:35])[CH:29]=2)[CH:26]=1)=[O:20].[CH2:36]([O:38]/[CH:39]=[CH:40]/B1OC(C)(C)C(C)(C)O1)[CH3:37].C([O-])([O-])=O.[K+].[K+], predict the reaction product. The product is: [C:34]([C:30]1[CH:29]=[C:28]([CH:33]=[CH:32][CH:31]=1)[CH2:27][N:25]1[CH:26]=[C:22]([NH:21][C:19]([C:5]2[C:4]3[C:8](=[CH:9][CH:10]=[C:2](/[CH:37]=[CH:36]/[O:38][CH2:39][CH3:40])[CH:3]=3)[N:7]([CH2:11][O:12][CH2:13][CH2:14][Si:15]([CH3:17])([CH3:18])[CH3:16])[N:6]=2)=[O:20])[CH:23]=[N:24]1)#[N:35]. (5) Given the reactants [CH3:1][O:2][C:3]1[CH:12]=[CH:11][C:10]2[C:5](=[CH:6][CH:7]=[C:8]([C:13]3[CH:18]=[CH:17][CH:16]=[C:15]([N+:19]([O-])=O)[CH:14]=3)[CH:9]=2)[CH:4]=1, predict the reaction product. The product is: [CH3:1][O:2][C:3]1[CH:4]=[C:5]2[C:10](=[CH:11][CH:12]=1)[CH:9]=[C:8]([C:13]1[CH:14]=[C:15]([NH2:19])[CH:16]=[CH:17][CH:18]=1)[CH:7]=[CH:6]2. (6) Given the reactants [Br:1][C:2]1[CH:7]=[CH:6][C:5]([OH:8])=[CH:4][C:3]=1[OH:9].C([O-])([O-])=O.[K+].[K+].[CH3:16][C:17]1[CH:22]=[CH:21][C:20]([S:23](Cl)(=[O:25])=[O:24])=[CH:19][CH:18]=1, predict the reaction product. The product is: [CH3:16][C:17]1[CH:22]=[CH:21][C:20]([S:23]([O:8][C:5]2[CH:6]=[CH:7][C:2]([Br:1])=[C:3]([OH:9])[CH:4]=2)(=[O:25])=[O:24])=[CH:19][CH:18]=1. (7) Given the reactants [CH3:1][Mg]Br.[Cl-].[Li+].[CH3:6][C:7]1[N:8]([C:13]2[N:18]=[CH:17][C:16]([C:19]3[CH:24]=[CH:23][C:22]([C:25]([C:30]4[N:35]=[CH:34][C:33]([C:36]5[N:41]=[N:40][C:39]([C:42](=[O:44])[CH3:43])=[CH:38][CH:37]=5)=[CH:32][CH:31]=4)([CH3:29])[CH:26]([CH3:28])[CH3:27])=[CH:21][CH:20]=3)=[CH:15][N:14]=2)[C:9]([CH3:12])=[CH:10][CH:11]=1, predict the reaction product. The product is: [CH3:6][C:7]1[N:8]([C:13]2[N:18]=[CH:17][C:16]([C:19]3[CH:20]=[CH:21][C:22]([C:25]([C:30]4[N:35]=[CH:34][C:33]([C:36]5[N:41]=[N:40][C:39]([C:42]([OH:44])([CH3:1])[CH3:43])=[CH:38][CH:37]=5)=[CH:32][CH:31]=4)([CH3:29])[CH:26]([CH3:27])[CH3:28])=[CH:23][CH:24]=3)=[CH:15][N:14]=2)[C:9]([CH3:12])=[CH:10][CH:11]=1. (8) Given the reactants [CH2:1]1[C:7]2[CH:8]=[CH:9][CH:10]=[CH:11][C:6]=2[CH2:5][CH2:4][N:3]([C:12](=[O:17])[C:13]([F:16])([F:15])[F:14])[CH2:2]1.[N+:18]([O-])([O-:20])=[O:19].[K+].C(OCC)(=O)C.[Mn]([O-])(=O)(=O)=O.[K+], predict the reaction product. The product is: [F:15][C:13]([F:16])([F:14])[C:12]([N:3]1[CH2:2][CH2:1][C:7]2[CH:8]=[C:9]([N+:18]([O-:20])=[O:19])[CH:10]=[CH:11][C:6]=2[CH2:5][CH2:4]1)=[O:17]. (9) Given the reactants Cl[C:2]1[C:11]([CH3:12])=[C:10]([Cl:13])[C:9]2[C:4](=[CH:5][C:6]([F:15])=[CH:7][C:8]=2[F:14])[N:3]=1.[N:16]1([C:22]([O:24][C:25]([CH3:28])([CH3:27])[CH3:26])=[O:23])[CH2:21][CH2:20][NH:19][CH2:18][CH2:17]1.C(N(CC)CC)C, predict the reaction product. The product is: [Cl:13][C:10]1[C:9]2[C:4](=[CH:5][C:6]([F:15])=[CH:7][C:8]=2[F:14])[N:3]=[C:2]([N:19]2[CH2:18][CH2:17][N:16]([C:22]([O:24][C:25]([CH3:28])([CH3:27])[CH3:26])=[O:23])[CH2:21][CH2:20]2)[C:11]=1[CH3:12].